Dataset: Catalyst prediction with 721,799 reactions and 888 catalyst types from USPTO. Task: Predict which catalyst facilitates the given reaction. (1) Reactant: C(OC(=O)[NH:7][CH2:8][CH2:9][NH:10][C:11]1[CH:16]=[CH:15][C:14]([C:17]#[N:18])=[C:13]([NH2:19])[N:12]=1)(C)(C)C.[ClH:21]. Product: [ClH:21].[ClH:21].[NH2:19][C:13]1[C:14]([C:17]#[N:18])=[CH:15][CH:16]=[C:11]([NH:10][CH2:9][CH2:8][NH2:7])[N:12]=1. The catalyst class is: 12. (2) Reactant: [O:1]=[C:2]1[C:8]2=[CH:9][C:10]3[CH:11]=[CH:12][C:13]([C:16]([O:18]CC)=[O:17])=[CH:14][C:15]=3[N:7]2[CH2:6][CH2:5][CH2:4][NH:3]1.[OH-].[Na+].Cl. Product: [O:1]=[C:2]1[C:8]2=[CH:9][C:10]3[CH:11]=[CH:12][C:13]([C:16]([OH:18])=[O:17])=[CH:14][C:15]=3[N:7]2[CH2:6][CH2:5][CH2:4][NH:3]1. The catalyst class is: 87. (3) Reactant: [C:1]([OH:8])(=[O:7])/[CH:2]=[CH:3]/[C:4]([OH:6])=[O:5].[F:9][C:10]1[C:11]([CH2:32][NH:33][CH3:34])=[CH:12][N:13]([S:22]([C:25]2[CH:30]=[C:29]([CH3:31])[CH:28]=[CH:27][N:26]=2)(=[O:24])=[O:23])[C:14]=1[C:15]1[C:16]([F:21])=[N:17][CH:18]=[CH:19][CH:20]=1. Product: [C:1]([OH:8])(=[O:7])/[CH:2]=[CH:3]/[C:4]([OH:6])=[O:5].[F:9][C:10]1[C:11]([CH2:32][NH:33][CH3:34])=[CH:12][N:13]([S:22]([C:25]2[CH:30]=[C:29]([CH3:31])[CH:28]=[CH:27][N:26]=2)(=[O:24])=[O:23])[C:14]=1[C:15]1[C:16]([F:21])=[N:17][CH:18]=[CH:19][CH:20]=1. The catalyst class is: 162. (4) Reactant: [C:1](Cl)(=[O:11])[C:2]1[CH:10]=[CH:9][C:5]([C:6](Cl)=[O:7])=[CH:4][CH:3]=1.[O:13]([CH2:20][CH2:21][OH:22])[C:14]1[CH:19]=[CH:18][CH:17]=[CH:16][CH:15]=1. Product: [O:13]([CH2:20][CH2:21][O:22][C:1](=[O:11])[C:2]1[CH:10]=[CH:9][C:5]([C:6]([O:22][CH2:21][CH2:20][O:13][C:14]2[CH:19]=[CH:18][CH:17]=[CH:16][CH:15]=2)=[O:7])=[CH:4][CH:3]=1)[C:14]1[CH:19]=[CH:18][CH:17]=[CH:16][CH:15]=1. The catalyst class is: 66. (5) Reactant: [CH3:1][C:2]1[N:7]=[C:6]([C:8]2[N:9]=[C:10]([C:17]3[CH:18]=[C:19]([C:23]4[CH:30]=[CH:29][C:26]([CH:27]=O)=[CH:25][CH:24]=4)[CH:20]=[N:21][CH:22]=3)[C:11]3[CH:16]=[CH:15][NH:14][C:12]=3[N:13]=2)[CH:5]=[CH:4][CH:3]=1.Cl.[CH3:32][NH2:33].CC(O)=O.[BH-](OC(C)=O)(OC(C)=O)OC(C)=O.[Na+]. Product: [CH3:32][NH:33][CH2:27][C:26]1[CH:29]=[CH:30][C:23]([C:19]2[CH:20]=[N:21][CH:22]=[C:17]([C:10]3[C:11]4[CH:16]=[CH:15][NH:14][C:12]=4[N:13]=[C:8]([C:6]4[CH:5]=[CH:4][CH:3]=[C:2]([CH3:1])[N:7]=4)[N:9]=3)[CH:18]=2)=[CH:24][CH:25]=1. The catalyst class is: 2. (6) Reactant: [CH3:1][O:2][C:3]1[CH:8]=[CH:7][C:6]([C:9](=[O:17])[CH2:10][C:11]2[CH:16]=[CH:15][CH:14]=[CH:13][CH:12]=2)=[CH:5][CH:4]=1.[C:18](Cl)(=[O:27])[C:19]1[CH:24]=[CH:23][C:22]([O:25][CH3:26])=[CH:21][CH:20]=1.C(O)(=O)CC(CC(O)=O)(C(O)=O)O. Product: [CH3:1][O:2][C:3]1[CH:4]=[CH:5][C:6]([C:9](=[O:17])[CH:10]([C:11]2[CH:16]=[CH:15][CH:14]=[CH:13][CH:12]=2)[C:18]([C:19]2[CH:24]=[CH:23][C:22]([O:25][CH3:26])=[CH:21][CH:20]=2)=[O:27])=[CH:7][CH:8]=1. The catalyst class is: 1. (7) Reactant: [F:1][C@H:2]1[CH2:6][N:5](C(OC(C)(C)C)=O)[C@H:4]([C:14](=[O:33])[NH:15][CH2:16][C:17]2[CH:22]=[C:21]([C:23]3[CH:24]=[N:25][C:26]([C:29]([F:32])([F:31])[F:30])=[N:27][CH:28]=3)[N:20]=[CH:19][N:18]=2)[CH2:3]1.Cl. Product: [F:1][C@H:2]1[CH2:6][NH:5][C@H:4]([C:14]([NH:15][CH2:16][C:17]2[N:18]=[CH:19][N:20]=[C:21]([C:23]3[CH:24]=[N:25][C:26]([C:29]([F:32])([F:31])[F:30])=[N:27][CH:28]=3)[CH:22]=2)=[O:33])[CH2:3]1. The catalyst class is: 12.